From a dataset of Forward reaction prediction with 1.9M reactions from USPTO patents (1976-2016). Predict the product of the given reaction. (1) Given the reactants I[C:2]1[CH:8]=[CH:7][CH:6]=[CH:5][C:3]=1[NH2:4].[CH3:9][O:10][C:11]1[CH:12]=[C:13](B(O)O)[CH:14]=[CH:15][CH:16]=1.ClCCl.[OH-].[Na+], predict the reaction product. The product is: [CH3:9][O:10][C:11]1[CH:16]=[C:15]([C:2]2[CH:8]=[CH:7][CH:6]=[CH:5][C:3]=2[NH2:4])[CH:14]=[CH:13][CH:12]=1.[C:2]1([C:11]2[CH:12]=[CH:13][CH:14]=[CH:15][CH:16]=2)[C:3]([NH2:4])=[CH:5][CH:6]=[CH:7][CH:8]=1. (2) Given the reactants [Cl:1][C:2]1[CH:7]=[CH:6][C:5]([C:8]2[N:12]([C:13]3[CH:18]=[CH:17][C:16]([Cl:19])=[CH:15][C:14]=3[Cl:20])[N:11]=[C:10]([C:21]([NH2:23])=[O:22])[C:9]=2[CH3:24])=[CH:4][CH:3]=1.C[Si]([N-][Si](C)(C)C)(C)C.[Na+].Cl[C:36]([O:38][CH2:39][C:40]1[CH:45]=[CH:44][CH:43]=[CH:42][CH:41]=1)=[O:37].C([O-])(O)=O.[Na+], predict the reaction product. The product is: [Cl:1][C:2]1[CH:3]=[CH:4][C:5]([C:8]2[N:12]([C:13]3[CH:18]=[CH:17][C:16]([Cl:19])=[CH:15][C:14]=3[Cl:20])[N:11]=[C:10]([C:21]([NH:23][C:36](=[O:37])[O:38][CH2:39][C:40]3[CH:45]=[CH:44][CH:43]=[CH:42][CH:41]=3)=[O:22])[C:9]=2[CH3:24])=[CH:6][CH:7]=1. (3) Given the reactants [O:1]1CCO[CH:2]1[C:6]1[S:7][CH:8]=[C:9]([C:11]2[N:12]=[CH:13][C:14]([O:41][CH3:42])=[C:15]3[C:19]([C:20](=[O:40])[C:21]([N:23]4[CH2:28][CH2:27][N:26]([C:29]5[N:33]([C:34]6[CH:39]=[CH:38][CH:37]=[CH:36][CH:35]=6)[N:32]=[N:31][N:30]=5)[CH2:25][CH2:24]4)=[O:22])=[CH:18][NH:17][C:16]=23)[N:10]=1.O.C(O)(C(F)(F)F)=O, predict the reaction product. The product is: [CH3:42][O:41][C:14]1[CH:13]=[N:12][C:11]([C:9]2[N:10]=[C:6]([CH:2]=[O:1])[S:7][CH:8]=2)=[C:16]2[NH:17][CH:18]=[C:19]([C:20](=[O:40])[C:21](=[O:22])[N:23]3[CH2:24][CH2:25][N:26]([C:29]4[N:33]([C:34]5[CH:35]=[CH:36][CH:37]=[CH:38][CH:39]=5)[N:32]=[N:31][N:30]=4)[CH2:27][CH2:28]3)[C:15]=12. (4) Given the reactants [NH2:1][C:2]1[CH:3]=[C:4]2[C:12](=[CH:13][CH:14]=1)[NH:11][C:10]1[CH:9]=[C:8]([C:15]3[C:16]([CH3:21])=[N:17][O:18][C:19]=3[CH3:20])[CH:7]=[C:6]([C:22]([NH2:24])=[O:23])[C:5]2=1.N1C=CC=CC=1.[C:31](Cl)(=[O:37])[O:32][CH2:33][CH2:34][CH2:35]Cl.C(=O)([O-])[O-].[K+].[K+].CCCCCCCCCCCCOS([O-])(=O)=O.[Na+].C(O)(C(F)(F)F)=O, predict the reaction product. The product is: [CH3:21][C:16]1[C:15]([C:8]2[CH:7]=[C:6]([C:22]([NH2:24])=[O:23])[C:5]3[C:4]4[C:12](=[CH:13][CH:14]=[C:2]([N:1]5[CH2:35][CH2:34][CH2:33][O:32][C:31]5=[O:37])[CH:3]=4)[NH:11][C:10]=3[CH:9]=2)=[C:19]([CH3:20])[O:18][N:17]=1. (5) Given the reactants [CH3:1][C@@H:2]1[N:6]([S:7]([C:10]2[CH:15]=[CH:14][CH:13]=[CH:12][CH:11]=2)(=[O:9])=[O:8])[CH2:5][C@@H:4]([CH2:16][N:17]2[C:25]3[C:20](=[CH:21][C:22]([C:26]4[CH:27]=[N:28][N:29](C5CCCCO5)[CH:30]=4)=[CH:23][CH:24]=3)[CH:19]=[CH:18]2)[CH2:3]1.C1(C)C=CC(S(O)(=O)=O)=CC=1.C(=O)(O)[O-].[Na+], predict the reaction product. The product is: [CH3:1][C@@H:2]1[N:6]([S:7]([C:10]2[CH:15]=[CH:14][CH:13]=[CH:12][CH:11]=2)(=[O:9])=[O:8])[CH2:5][C@@H:4]([CH2:16][N:17]2[C:25]3[C:20](=[CH:21][C:22]([C:26]4[CH:30]=[N:29][NH:28][CH:27]=4)=[CH:23][CH:24]=3)[CH:19]=[CH:18]2)[CH2:3]1.